From a dataset of Full USPTO retrosynthesis dataset with 1.9M reactions from patents (1976-2016). Predict the reactants needed to synthesize the given product. (1) Given the product [N+:23]([C:16]1[C:17]2[C:22](=[CH:21][CH:20]=[CH:19][CH:18]=2)[C:13]([O:9][CH2:8][C:7]2[CH:6]=[CH:5][N:4]=[CH:3][C:2]=2[NH2:1])=[CH:14][CH:15]=1)([O-:25])=[O:24], predict the reactants needed to synthesize it. The reactants are: [NH2:1][C:2]1[CH:3]=[N:4][CH:5]=[CH:6][C:7]=1[CH2:8][OH:9].[H-].[Na+].F[C:13]1[C:22]2[C:17](=[CH:18][CH:19]=[CH:20][CH:21]=2)[C:16]([N+:23]([O-:25])=[O:24])=[CH:15][CH:14]=1.CO. (2) Given the product [CH:1]1([C@:4]([OH:24])([CH3:23])[CH2:5][NH:6][C:7]([C:9]2[CH:14]=[N:13][C:12]([O:40][CH2:39][C:38]([F:42])([F:41])[F:37])=[C:11]([C:16]3[CH:21]=[CH:20][C:19]([Cl:22])=[CH:18][CH:17]=3)[N:10]=2)=[O:8])[CH2:3][CH2:2]1, predict the reactants needed to synthesize it. The reactants are: [CH:1]1([C@:4]([OH:24])([CH3:23])[CH2:5][NH:6][C:7]([C:9]2[CH:14]=[N:13][C:12](Br)=[C:11]([C:16]3[CH:21]=[CH:20][C:19]([Cl:22])=[CH:18][CH:17]=3)[N:10]=2)=[O:8])[CH2:3][CH2:2]1.C(=O)([O-])[O-].[Cs+].[Cs+].C(OCC)(=O)C.[F:37][C:38]([F:42])([F:41])[CH2:39][OH:40]. (3) Given the product [C:42]([O:45][C:39](=[O:24])[NH:36][C:9]1[C:10]([CH3:13])=[N:11][O:12][C:8]=1[C:5]1[CH:4]=[CH:3][C:2]([Br:1])=[CH:7][CH:6]=1)([CH3:44])([CH3:43])[CH3:41], predict the reactants needed to synthesize it. The reactants are: [Br:1][C:2]1[CH:7]=[CH:6][C:5]([C:8]2[O:12][N:11]=[C:10]([CH3:13])[C:9]=2C(O)=O)=[CH:4][CH:3]=1.C1(P(N=[N+]=[N-])(C2C=CC=CC=2)=[O:24])C=CC=CC=1.C([N:36]([CH2:39]C)CC)C.[CH3:41][C:42]([OH:45])([CH3:44])[CH3:43]. (4) Given the product [CH3:19][S:16]([N:13]1[CH2:12][CH2:11][N:10]([C:7]2[CH:8]=[CH:9][C:4]([NH2:1])=[CH:5][CH:6]=2)[CH2:15][CH2:14]1)(=[O:17])=[O:18], predict the reactants needed to synthesize it. The reactants are: [N+:1]([C:4]1[CH:9]=[CH:8][C:7]([N:10]2[CH2:15][CH2:14][N:13]([S:16]([CH3:19])(=[O:18])=[O:17])[CH2:12][CH2:11]2)=[CH:6][CH:5]=1)([O-])=O.N. (5) Given the product [F:12][C:13]1[CH:18]=[C:17]([F:19])[CH:16]=[CH:15][C:14]=1[CH2:20][NH:21][C:22]([C:24]1[C:25](=[O:52])[C:26]([OH:44])=[C:27]2[C:41](=[O:42])[N:31]3[CH:32]4[CH:37]([CH2:38][N:39]([CH3:40])[CH:30]3[CH2:29][N:28]2[CH:43]=1)[CH2:36][CH2:35][CH2:34][CH2:33]4)=[O:23], predict the reactants needed to synthesize it. The reactants are: Cl.N[C@H]1CCCC[C@H]1CNC.[F:12][C:13]1[CH:18]=[C:17]([F:19])[CH:16]=[CH:15][C:14]=1[CH2:20][NH:21][C:22]([C:24]1[C:25](=[O:52])[C:26]([O:44]CC2C=CC=CC=2)=[C:27]2[C:41](=[O:42])[N:31]3[CH:32]4[CH:37]([CH2:38][N:39]([CH3:40])[CH:30]3[CH2:29][N:28]2[CH:43]=1)[CH2:36][CH2:35][CH2:34][CH2:33]4)=[O:23]. (6) The reactants are: [CH3:1][C:2]1[S:3][C:4]2[CH:10]=[C:9]([O:11][C:12]3[CH:17]=[CH:16][CH:15]=[CH:14][CH:13]=3)[CH:8]=[CH:7][C:5]=2[N:6]=1.C1C(=O)N([Br:25])C(=O)C1.CC(N=NC(C#N)(C)C)(C#N)C. Given the product [Br:25][CH2:1][C:2]1[S:3][C:4]2[CH:10]=[C:9]([O:11][C:12]3[CH:13]=[CH:14][CH:15]=[CH:16][CH:17]=3)[CH:8]=[CH:7][C:5]=2[N:6]=1, predict the reactants needed to synthesize it. (7) The reactants are: [OH-].[Na+].[CH:3]([O:6][C:7]([N:9]1[C:18]2[C:13](=[CH:14][C:15]([C:19]([F:22])([F:21])[F:20])=[CH:16][CH:17]=2)[C@@H:12]([N:23]([CH2:34][C:35]2[CH:40]=[C:39]([C:41]([F:44])([F:43])[F:42])[CH:38]=[C:37]([C:45]([F:48])([F:47])[F:46])[CH:36]=2)[C:24]2[N:25]=[N:26][N:27]([CH2:29][C:30]([O:32]C)=[O:31])[N:28]=2)[CH2:11][C@H:10]1[CH2:49][CH3:50])=[O:8])([CH3:5])[CH3:4].Cl. Given the product [CH:3]([O:6][C:7]([N:9]1[C:18]2[C:13](=[CH:14][C:15]([C:19]([F:22])([F:21])[F:20])=[CH:16][CH:17]=2)[C@@H:12]([N:23]([CH2:34][C:35]2[CH:40]=[C:39]([C:41]([F:42])([F:43])[F:44])[CH:38]=[C:37]([C:45]([F:46])([F:47])[F:48])[CH:36]=2)[C:24]2[N:25]=[N:26][N:27]([CH2:29][C:30]([OH:32])=[O:31])[N:28]=2)[CH2:11][C@H:10]1[CH2:49][CH3:50])=[O:8])([CH3:5])[CH3:4], predict the reactants needed to synthesize it.